Dataset: Catalyst prediction with 721,799 reactions and 888 catalyst types from USPTO. Task: Predict which catalyst facilitates the given reaction. Reactant: C([O-])([O-])=O.[Na+].[Na+].I[C:8]1[CH:9]=[CH:10][C:11]([OH:14])=[N:12][CH:13]=1.[Cl:15][C:16]1[CH:21]=[CH:20][C:19](OB(O)O)=[CH:18][CH:17]=1. Product: [Cl:15][C:16]1[CH:21]=[CH:20][C:19]([C:8]2[CH:9]=[CH:10][C:11]([OH:14])=[N:12][CH:13]=2)=[CH:18][CH:17]=1. The catalyst class is: 169.